From a dataset of Forward reaction prediction with 1.9M reactions from USPTO patents (1976-2016). Predict the product of the given reaction. (1) Given the reactants [C:9](O[C:9]([O:11][C:12]([CH3:15])([CH3:14])[CH3:13])=[O:10])([O:11][C:12]([CH3:15])([CH3:14])[CH3:13])=[O:10].[C:16]([NH:23][C@H:24]([CH2:28][NH2:29])[C:25]([OH:27])=[O:26])([O:18][C:19]([CH3:22])([CH3:21])[CH3:20])=[O:17].C(N(CC)CC)C.O, predict the reaction product. The product is: [C:19]([O:18][C:16]([NH:23][C@H:24]([CH2:28][NH:29][C:9]([O:11][C:12]([CH3:13])([CH3:14])[CH3:15])=[O:10])[C:25]([OH:27])=[O:26])=[O:17])([CH3:22])([CH3:21])[CH3:20]. (2) Given the reactants [CH3:1][C:2]1([CH3:14])[CH2:10][CH2:9][C:8]2[NH:7][N:6]=[C:5]([C:11]([OH:13])=[O:12])[C:4]=2[CH2:3]1.F[C:16]1[CH:21]=[C:20]([I:22])[CH:19]=[CH:18][N:17]=1, predict the reaction product. The product is: [I:22][C:20]1[CH:19]=[CH:18][N:17]=[C:16]([N:7]2[C:8]3[CH2:9][CH2:10][C:2]([CH3:14])([CH3:1])[CH2:3][C:4]=3[C:5]([C:11]([OH:13])=[O:12])=[N:6]2)[CH:21]=1. (3) Given the reactants [CH3:1][C:2]([C:18]1[CH:26]=[CH:25][CH:24]=[CH:23][C:19]=1[C:20](O)=[O:21])([CH3:17])[CH2:3][C:4]([C:13]([F:16])([F:15])[F:14])([O:8][Si:9]([CH3:12])([CH3:11])[CH3:10])[CH2:5][C:6]#[CH:7].[N:27]1C=CC=CC=1.S(Cl)(Cl)=O, predict the reaction product. The product is: [CH3:1][C:2]([C:18]1[CH:26]=[CH:25][CH:24]=[CH:23][C:19]=1[C:20]([NH2:27])=[O:21])([CH3:17])[CH2:3][C:4]([C:13]([F:16])([F:15])[F:14])([O:8][Si:9]([CH3:12])([CH3:11])[CH3:10])[CH2:5][C:6]#[CH:7]. (4) Given the reactants FC(F)(F)C(O)=O.[C:8]1([C:14]2[CH:26]=[CH:25][C:17]([C:18]([O:20]C(C)(C)C)=[O:19])=[C:16]([NH:27][C:28]([C:30]3[CH:31]=[N:32][C:33]([C:36]4[CH:41]=[CH:40][CH:39]=[CH:38][CH:37]=4)=[CH:34][CH:35]=3)=[O:29])[CH:15]=2)[CH:13]=[CH:12][CH:11]=[CH:10][CH:9]=1, predict the reaction product. The product is: [C:8]1([C:14]2[CH:26]=[CH:25][C:17]([C:18]([OH:20])=[O:19])=[C:16]([NH:27][C:28]([C:30]3[CH:31]=[N:32][C:33]([C:36]4[CH:37]=[CH:38][CH:39]=[CH:40][CH:41]=4)=[CH:34][CH:35]=3)=[O:29])[CH:15]=2)[CH:9]=[CH:10][CH:11]=[CH:12][CH:13]=1. (5) Given the reactants [CH2:1]([O:8][C:9]([NH:11][C@H:12]1[CH2:16][CH2:15][N:14]([C@H:17]2[CH2:22][CH2:21][C:20](=O)[CH2:19][C@H:18]2[NH:24][C:25](=[O:33])[O:26][CH2:27][CH2:28][Si:29]([CH3:32])([CH3:31])[CH3:30])[C:13]1=[O:34])=[O:10])[C:2]1[CH:7]=[CH:6][CH:5]=[CH:4][CH:3]=1.[C:35]([NH2:39])([CH3:38])([CH3:37])[CH3:36].C([BH3-])#N.[Na+].[OH-].[Na+], predict the reaction product. The product is: [CH2:1]([O:8][C:9]([NH:11][C@H:12]1[CH2:16][CH2:15][N:14]([C@H:17]2[CH2:22][CH2:21][C@@H:20]([NH:39][C:35]([CH3:38])([CH3:37])[CH3:36])[CH2:19][C@H:18]2[NH:24][C:25](=[O:33])[O:26][CH2:27][CH2:28][Si:29]([CH3:30])([CH3:31])[CH3:32])[C:13]1=[O:34])=[O:10])[C:2]1[CH:3]=[CH:4][CH:5]=[CH:6][CH:7]=1. (6) The product is: [C:28]([O:32][C:33]([CH:35]1[CH2:43][CH:42]2[CH:37]([CH2:38][CH2:39][CH2:40][CH2:41]2)[N:36]1[C:44](=[O:61])[CH:45]([NH:50][C:51](=[O:60])[CH:52]([NH:59][C:11]([C:5]1[NH:6][C:7]([CH3:10])=[C:8]([CH3:9])[C:4]=1[C:1](=[O:3])[CH3:2])=[O:13])[CH:53]1[CH2:54][CH2:55][CH2:56][CH2:57][CH2:58]1)[C:46]([CH3:49])([CH3:48])[CH3:47])=[O:34])([CH3:29])([CH3:30])[CH3:31]. Given the reactants [C:1]([C:4]1[C:8]([CH3:9])=[C:7]([CH3:10])[NH:6][C:5]=1[C:11]([OH:13])=O)(=[O:3])[CH3:2].C(Cl)CCl.C1C=CC2N(O)N=NC=2C=1.[C:28]([O:32][C:33]([CH:35]1[CH2:43][CH:42]2[CH:37]([CH2:38][CH2:39][CH2:40][CH2:41]2)[N:36]1[C:44](=[O:61])[CH:45]([NH:50][C:51](=[O:60])[CH:52]([NH2:59])[CH:53]1[CH2:58][CH2:57][CH2:56][CH2:55][CH2:54]1)[C:46]([CH3:49])([CH3:48])[CH3:47])=[O:34])([CH3:31])([CH3:30])[CH3:29], predict the reaction product.